From a dataset of Full USPTO retrosynthesis dataset with 1.9M reactions from patents (1976-2016). Predict the reactants needed to synthesize the given product. (1) Given the product [CH2:3]([O:6][C:16]1[N:17]=[N:18][CH:19]=[C:14]([C:10]2[CH:11]=[CH:12][CH:13]=[C:8]([Br:7])[CH:9]=2)[CH:15]=1)[CH:4]=[CH2:5], predict the reactants needed to synthesize it. The reactants are: [H-].[Na+].[CH2:3]([OH:6])[CH:4]=[CH2:5].[Br:7][C:8]1[CH:9]=[C:10]([C:14]2[CH:15]=[C:16](Cl)[N:17]=[N:18][CH:19]=2)[CH:11]=[CH:12][CH:13]=1. (2) Given the product [C:1]1([C:7]2[CH:12]=[CH:11][N:10]=[C:9]([C:13]3[NH:15][O:16][C:17](=[O:18])[N:14]=3)[CH:8]=2)[CH:2]=[CH:3][CH:4]=[CH:5][CH:6]=1, predict the reactants needed to synthesize it. The reactants are: [C:1]1([C:7]2[CH:12]=[CH:11][N:10]=[C:9]([C:13](=[N:15][OH:16])[NH2:14])[CH:8]=2)[CH:6]=[CH:5][CH:4]=[CH:3][CH:2]=1.[C:17](N1C=CN=C1)(N1C=CN=C1)=[O:18].N12CCCN=C1CCCCC2.Cl.